From a dataset of NCI-60 drug combinations with 297,098 pairs across 59 cell lines. Regression. Given two drug SMILES strings and cell line genomic features, predict the synergy score measuring deviation from expected non-interaction effect. (1) Drug 1: CCC1=C2CN3C(=CC4=C(C3=O)COC(=O)C4(CC)O)C2=NC5=C1C=C(C=C5)O. Drug 2: C1=NC2=C(N1)C(=S)N=CN2. Cell line: COLO 205. Synergy scores: CSS=50.4, Synergy_ZIP=-5.45, Synergy_Bliss=-5.04, Synergy_Loewe=-4.97, Synergy_HSA=-0.0457. (2) Drug 1: CC1=C(C=C(C=C1)NC(=O)C2=CC=C(C=C2)CN3CCN(CC3)C)NC4=NC=CC(=N4)C5=CN=CC=C5. Drug 2: CC1=C(C(=CC=C1)Cl)NC(=O)C2=CN=C(S2)NC3=CC(=NC(=N3)C)N4CCN(CC4)CCO. Cell line: SF-268. Synergy scores: CSS=-1.50, Synergy_ZIP=2.98, Synergy_Bliss=5.91, Synergy_Loewe=-2.12, Synergy_HSA=0.415. (3) Drug 1: CCCS(=O)(=O)NC1=C(C(=C(C=C1)F)C(=O)C2=CNC3=C2C=C(C=N3)C4=CC=C(C=C4)Cl)F. Drug 2: C1CN(P(=O)(OC1)NCCCl)CCCl. Cell line: MCF7. Synergy scores: CSS=3.70, Synergy_ZIP=0.636, Synergy_Bliss=3.60, Synergy_Loewe=2.20, Synergy_HSA=2.20. (4) Drug 1: COC1=CC(=CC(=C1O)OC)C2C3C(COC3=O)C(C4=CC5=C(C=C24)OCO5)OC6C(C(C7C(O6)COC(O7)C8=CC=CS8)O)O. Drug 2: C1CCC(CC1)NC(=O)N(CCCl)N=O. Cell line: TK-10. Synergy scores: CSS=20.3, Synergy_ZIP=-9.91, Synergy_Bliss=-5.18, Synergy_Loewe=-11.1, Synergy_HSA=-2.79.